Dataset: Forward reaction prediction with 1.9M reactions from USPTO patents (1976-2016). Task: Predict the product of the given reaction. Given the reactants [CH3:1][O:2][CH:3]1[CH2:8][CH2:7][CH2:6][CH:5]([NH2:9])[CH2:4]1.[CH3:10][S:11](Cl)(=[O:13])=[O:12], predict the reaction product. The product is: [CH3:1][O:2][CH:3]1[CH2:8][CH2:7][CH2:6][CH:5]([NH:9][S:11]([CH3:10])(=[O:13])=[O:12])[CH2:4]1.